Dataset: Catalyst prediction with 721,799 reactions and 888 catalyst types from USPTO. Task: Predict which catalyst facilitates the given reaction. Reactant: [CH3:1][O:2][C:3](=[O:14])[C:4]1[CH:9]=[CH:8][CH:7]=[C:6]([N+:10]([O-])=O)[C:5]=1[NH2:13]. Product: [CH3:1][O:2][C:3](=[O:14])[C:4]1[CH:9]=[CH:8][CH:7]=[C:6]([NH2:10])[C:5]=1[NH2:13]. The catalyst class is: 129.